This data is from Forward reaction prediction with 1.9M reactions from USPTO patents (1976-2016). The task is: Predict the product of the given reaction. (1) Given the reactants Br[C:2]1[C:7]([N+:8]([O-])=O)=[CH:6][CH:5]=[C:4]([CH3:11])[N:3]=1.[C:12]1([C:18]2([C:25]3[CH:30]=[CH:29][CH:28]=[CH:27][CH:26]=3)[CH2:23][NH:22][C:21](=O)[CH2:20][CH2:19]2)[CH:17]=[CH:16][CH:15]=[CH:14][CH:13]=1, predict the reaction product. The product is: [CH3:11][C:4]1[CH:5]=[CH:6][C:7]2[N:8]=[C:21]3[CH2:20][CH2:19][C:18]([C:12]4[CH:17]=[CH:16][CH:15]=[CH:14][CH:13]=4)([C:25]4[CH:30]=[CH:29][CH:28]=[CH:27][CH:26]=4)[CH2:23][N:22]3[C:2]=2[N:3]=1. (2) Given the reactants [CH3:1][O:2][C:3]1N=[C:7]2[C:9]([C:13]3[N:24]([S:25]([C:28]4[CH:33]=[CH:32][C:31]([CH3:34])=[CH:30][CH:29]=4)(=[O:27])=[O:26])[C:16]4[N:17]=[CH:18][CH:19]=[C:20]([CH:21]=[N:22]O)[C:15]=4[CH:14]=3)=[CH:10][N:11]([CH3:12])[C:6]2=[CH:5][C:4]=1[O:35][CH3:36].[CH:37](O)=O, predict the reaction product. The product is: [O:2]([C:3]1[CH:37]=[C:7]2[C:6](=[CH:5][C:4]=1[O:35][CH3:36])[N:11]([CH3:12])[CH:10]=[C:9]2[C:13]1[N:24]([S:25]([C:28]2[CH:29]=[CH:30][C:31]([CH3:34])=[CH:32][CH:33]=2)(=[O:26])=[O:27])[C:16]2=[N:17][CH:18]=[CH:19][C:20]([CH2:21][NH2:22])=[C:15]2[CH:14]=1)[CH3:1]. (3) Given the reactants Br[CH:2]1[CH2:7][CH2:6][CH2:5][C:4]([C:8]([O:10][CH3:11])=[O:9])=[CH:3]1.[N-:12]=[N+:13]=[N-:14].[Na+], predict the reaction product. The product is: [N:12]([CH:2]1[CH2:7][CH2:6][CH2:5][C:4]([C:8]([O:10][CH3:11])=[O:9])=[CH:3]1)=[N+:13]=[N-:14]. (4) Given the reactants C(O1C[CH2:11][CH2:10][CH:9]([C:13]2[N:17]([CH3:18])[N:16]=[CH:15][C:14]=2[C:19]2[CH:20]=[C:21]3[C:30](=[CH:31][CH:32]=2)[C:29]2[N:25]([CH:26]=[C:27]([C:33]4[N:37]([CH:38]([CH3:40])[CH3:39])[N:36]=[C:35]([CH3:41])[N:34]=4)[N:28]=2)[CH2:24][CH2:23][O:22]3)[CH2:8][NH:7][C:6]1=O)(C)(C)C.Cl.C([O-])([O-])=O.[K+].[K+], predict the reaction product. The product is: [CH3:41][C:35]1[N:34]=[C:33]([C:27]2[N:28]=[C:29]3[N:25]([CH:26]=2)[CH2:24][CH2:23][O:22][C:21]2[C:30]3=[CH:31][CH:32]=[C:19]([C:14]3[CH:15]=[N:16][N:17]([CH3:18])[C:13]=3[CH:9]3[CH2:10][CH2:11][CH2:6][NH:7][CH2:8]3)[CH:20]=2)[N:37]([CH:38]([CH3:39])[CH3:40])[N:36]=1. (5) Given the reactants [CH3:1][O:2][C:3]([C:5]1([NH:14][C:15](=[O:36])[C:16]2[CH:21]=[CH:20][C:19]([O:22][CH3:23])=[C:18]([O:24][CH2:25][CH2:26][C:27]3[CH:32]=[CH:31][CH:30]=[C:29]([CH2:33][CH2:34]O)[CH:28]=3)[CH:17]=2)[CH2:13][C:12]2[C:7](=[CH:8][CH:9]=[CH:10][CH:11]=2)[CH2:6]1)=[O:4].C1(P(C2C=CC=CC=2)C2C=CC=CC=2)C=CC=CC=1.C1(P([N:70]=[N+:71]=[N-:72])(C2C=CC=CC=2)=O)C=CC=CC=1.CC(OC(/N=N/C(OC(C)C)=O)=O)C, predict the reaction product. The product is: [CH3:1][O:2][C:3]([C:5]1([NH:14][C:15](=[O:36])[C:16]2[CH:21]=[CH:20][C:19]([O:22][CH3:23])=[C:18]([O:24][CH2:25][CH2:26][C:27]3[CH:32]=[CH:31][CH:30]=[C:29]([CH2:33][CH2:34][N:70]=[N+:71]=[N-:72])[CH:28]=3)[CH:17]=2)[CH2:13][C:12]2[C:7](=[CH:8][CH:9]=[CH:10][CH:11]=2)[CH2:6]1)=[O:4]. (6) Given the reactants [O:1]1[CH2:6][CH2:5][N:4]([C:7]2[N:12]=[C:11]([N:13]3[CH2:18][CH2:17][O:16][CH2:15][CH2:14]3)[N:10]=[C:9]([C:19]3[CH:24]=[CH:23][C:22]([NH:25][C:26](=[O:38])[NH:27][C:28]4[CH:37]=[CH:36][C:31]([C:32]([O:34]C)=[O:33])=[CH:30][CH:29]=4)=[CH:21][CH:20]=3)[N:8]=2)[CH2:3][CH2:2]1.C1COCC1.CO.O[Li].O, predict the reaction product. The product is: [O:1]1[CH2:2][CH2:3][N:4]([C:7]2[N:12]=[C:11]([N:13]3[CH2:14][CH2:15][O:16][CH2:17][CH2:18]3)[N:10]=[C:9]([C:19]3[CH:24]=[CH:23][C:22]([NH:25][C:26](=[O:38])[NH:27][C:28]4[CH:37]=[CH:36][C:31]([C:32]([OH:34])=[O:33])=[CH:30][CH:29]=4)=[CH:21][CH:20]=3)[N:8]=2)[CH2:5][CH2:6]1. (7) Given the reactants [F:1][C:2]1[CH:7]=[CH:6][C:5]([CH2:8][N:9]([C:16]([C:18]2[N:22]=[CH:21][N:20]([CH3:23])[N:19]=2)=[O:17])[CH:10]2[CH2:15][CH2:14][O:13][CH2:12][CH2:11]2)=[CH:4][C:3]=1[C:24]1[CH:29]=[CH:28][CH:27]=[C:26]([C:30](OC)=[O:31])[CH:25]=1.C(O)C.[BH4-].[Na+], predict the reaction product. The product is: [F:1][C:2]1[C:3]([C:24]2[CH:29]=[CH:28][CH:27]=[C:26]([CH2:30][OH:31])[CH:25]=2)=[CH:4][C:5]([CH2:8][N:9]([CH:10]2[CH2:11][CH2:12][O:13][CH2:14][CH2:15]2)[C:16]([C:18]2[N:22]=[CH:21][N:20]([CH3:23])[N:19]=2)=[O:17])=[CH:6][CH:7]=1.